Dataset: Full USPTO retrosynthesis dataset with 1.9M reactions from patents (1976-2016). Task: Predict the reactants needed to synthesize the given product. (1) Given the product [F:19][C:5]1[C:6]([NH:8][C@@H:9]2[CH2:14][CH2:13][CH2:12][N:11]([C:15](=[O:18])[CH:16]=[CH2:17])[CH2:10]2)=[N:7][C:2]([NH:36][C:32]2[CH:31]=[C:30]3[C:35](=[CH:34][CH:33]=2)[C:27]([CH3:26])([CH3:40])[N:28]([CH3:39])[C:29]3([CH3:38])[CH3:37])=[N:3][CH:4]=1, predict the reactants needed to synthesize it. The reactants are: Cl[C:2]1[N:7]=[C:6]([NH:8][C@@H:9]2[CH2:14][CH2:13][CH2:12][N:11]([C:15](=[O:18])[CH:16]=[CH2:17])[CH2:10]2)[C:5]([F:19])=[CH:4][N:3]=1.C([O-])([O-])=O.[Cs+].[Cs+].[CH3:26][C:27]1([CH3:40])[C:35]2[C:30](=[CH:31][C:32]([NH2:36])=[CH:33][CH:34]=2)[C:29]([CH3:38])([CH3:37])[N:28]1[CH3:39].CN(C1C(C2C(P(C3CCCCC3)C3CCCCC3)=CC=CC=2)=CC=CC=1)C. (2) Given the product [NH2:33][CH:32]([CH2:31][C:30]1[CH:37]=[CH:38][C:27]([C:2]2[CH:3]=[N:4][CH:5]=[C:6]([NH:8][CH2:9][C:10]3[CH:15]=[CH:14][C:13]([O:16][CH3:17])=[C:12]([O:18][CH:19]4[CH2:23][CH2:22][CH2:21][CH2:20]4)[CH:11]=3)[N:7]=2)=[CH:28][CH:29]=1)[C:34]([OH:36])=[O:35], predict the reactants needed to synthesize it. The reactants are: Cl[C:2]1[N:7]=[C:6]([NH:8][CH2:9][C:10]2[CH:15]=[CH:14][C:13]([O:16][CH3:17])=[C:12]([O:18][CH:19]3[CH2:23][CH2:22][CH2:21][CH2:20]3)[CH:11]=2)[CH:5]=[N:4][CH:3]=1.B([C:27]1[CH:38]=[CH:37][C:30]([CH2:31][C@@H:32]([C:34]([OH:36])=[O:35])[NH2:33])=[CH:29][CH:28]=1)(O)O.C(=O)([O-])[O-].[Na+].[Na+]. (3) Given the product [Cl:39][C:36]1[CH:37]=[CH:38][C:33]([S:30]([N:22]([CH2:21][C:18]2[CH:17]=[CH:16][C:15]([C:14]([NH:13][CH:4]([C:5]3[CH:10]=[CH:9][C:8]([F:11])=[C:7]([F:12])[CH:6]=3)[C:3]([OH:41])=[O:2])=[O:40])=[CH:20][CH:19]=2)[CH2:23][C:24]2[CH:29]=[CH:28][CH:27]=[CH:26][N:25]=2)(=[O:32])=[O:31])=[CH:34][CH:35]=1, predict the reactants needed to synthesize it. The reactants are: C[O:2][C:3](=[O:41])[CH:4]([NH:13][C:14](=[O:40])[C:15]1[CH:20]=[CH:19][C:18]([CH2:21][N:22]([S:30]([C:33]2[CH:38]=[CH:37][C:36]([Cl:39])=[CH:35][CH:34]=2)(=[O:32])=[O:31])[CH2:23][C:24]2[CH:29]=[CH:28][CH:27]=[CH:26][N:25]=2)=[CH:17][CH:16]=1)[C:5]1[CH:10]=[CH:9][C:8]([F:11])=[C:7]([F:12])[CH:6]=1.[Li+].[OH-].C(O)(=O)CC(CC(O)=O)(C(O)=O)O. (4) The reactants are: N=[S:2]1[C:6]2[CH:7]=[C:8]([O:11][CH3:12])[CH:9]=[CH:10][C:5]=2[N:4]=[CH:3]1.[C:13]([C:17]1[CH:30]=[CH:29][CH:28]=[CH:27][C:18]=1[O:19][C:20]1[C:25]([NH2:26])=[CH:24][CH:23]=[CH:22][N:21]=1)([CH3:16])([CH3:15])[CH3:14]. Given the product [C:13]([C:17]1[CH:30]=[CH:29][CH:28]=[CH:27][C:18]=1[O:19][C:20]1[C:25]([NH:26][C:3]2[S:2][C:6]3[CH:7]=[C:8]([O:11][CH3:12])[CH:9]=[CH:10][C:5]=3[N:4]=2)=[CH:24][CH:23]=[CH:22][N:21]=1)([CH3:16])([CH3:14])[CH3:15], predict the reactants needed to synthesize it. (5) The reactants are: [F:1][C:2]([F:33])([F:32])[C:3]1[CH:4]=[C:5]([C:13]2([C:28]([F:31])([F:30])[F:29])[CH2:17][CH2:16][N:15]([C:18]3[CH:19]=[C:20]4[C:24](=[CH:25][CH:26]=3)[CH:23]([NH2:27])[CH2:22][CH2:21]4)[CH2:14]2)[CH:6]=[C:7]([C:9]([F:12])([F:11])[F:10])[CH:8]=1.C(N(CC)CC)C.[C:41](Cl)(=[O:44])[CH2:42][CH3:43]. Given the product [F:33][C:2]([F:32])([F:1])[C:3]1[CH:4]=[C:5]([C:13]2([C:28]([F:31])([F:29])[F:30])[CH2:17][CH2:16][N:15]([C:18]3[CH:19]=[C:20]4[C:24](=[CH:25][CH:26]=3)[CH:23]([NH:27][C:41](=[O:44])[CH2:42][CH3:43])[CH2:22][CH2:21]4)[CH2:14]2)[CH:6]=[C:7]([C:9]([F:10])([F:11])[F:12])[CH:8]=1, predict the reactants needed to synthesize it. (6) Given the product [CH3:18][C:13]1([CH3:19])[C:14]([CH3:17])([CH3:16])[O:15][B:11]([C:25]2[S:24][C:23]3[CH:26]=[CH:27][CH:28]=[CH:29][C:22]=3[C:21]=2[CH3:20])[O:12]1, predict the reactants needed to synthesize it. The reactants are: ClC1C=CC=C2C=1NC([B:11]1[O:15][C:14]([CH3:17])([CH3:16])[C:13]([CH3:19])([CH3:18])[O:12]1)=C2.[CH3:20][C:21]1[C:22]2[CH:29]=[CH:28][CH:27]=[CH:26][C:23]=2[S:24][CH:25]=1. (7) Given the product [N+:22]([C:19]1[CH:20]=[CH:21][C:16]([N:1]2[CH2:2][CH2:3][CH:4]([NH:7][C:8](=[O:14])[O:9][C:10]([CH3:11])([CH3:13])[CH3:12])[CH2:5][CH2:6]2)=[CH:17][CH:18]=1)([O-:24])=[O:23], predict the reactants needed to synthesize it. The reactants are: [NH:1]1[CH2:6][CH2:5][CH:4]([NH:7][C:8](=[O:14])[O:9][C:10]([CH3:13])([CH3:12])[CH3:11])[CH2:3][CH2:2]1.F[C:16]1[CH:21]=[CH:20][C:19]([N+:22]([O-:24])=[O:23])=[CH:18][CH:17]=1.C([O-])([O-])=O.[K+].[K+].